From a dataset of Full USPTO retrosynthesis dataset with 1.9M reactions from patents (1976-2016). Predict the reactants needed to synthesize the given product. (1) Given the product [C:1](=[O:10])([O:5][CH2:6][CH2:7][O:8][CH3:9])[O:2][CH2:3][O:41][C:26]1[C:25](=[O:42])[C:24]([C:22]([NH:21][CH2:20][C:14]2[CH:15]=[CH:16][C:17]([F:19])=[CH:18][C:13]=2[F:12])=[O:23])=[CH:40][N:28]2[CH2:29][C@H:30]3[N:36]4[CH2:37][CH2:38][CH2:39][C@@H:35]4[CH2:34][N:31]3[C:32](=[O:33])[C:27]=12, predict the reactants needed to synthesize it. The reactants are: [C:1](=[O:10])([O:5][CH2:6][CH2:7][O:8][CH3:9])[O:2][CH2:3]I.[Na].[F:12][C:13]1[CH:18]=[C:17]([F:19])[CH:16]=[CH:15][C:14]=1[CH2:20][NH:21][C:22]([C:24]1[C:25](=[O:42])[C:26]([OH:41])=[C:27]2[C:32](=[O:33])[N:31]3[CH2:34][C@H:35]4[CH2:39][CH2:38][CH2:37][N:36]4[C@@H:30]3[CH2:29][N:28]2[CH:40]=1)=[O:23].C(=O)([O-])[O-].[K+].[K+]. (2) Given the product [CH:8]1[N:7]=[CH:6][N:5]2[CH2:4][CH:3]=[C:2]([C:10]3[CH:17]=[CH:16][C:13]([C:14]#[N:15])=[CH:12][CH:11]=3)[C:9]=12, predict the reactants needed to synthesize it. The reactants are: O[C:2]1([C:10]2[CH:17]=[CH:16][C:13]([C:14]#[N:15])=[CH:12][CH:11]=2)[C:9]2[N:5]([CH:6]=[N:7][CH:8]=2)[CH2:4][CH2:3]1. (3) Given the product [CH3:24][C@:12]([C:18]1[CH:19]=[CH:20][CH:21]=[CH:22][CH:23]=1)([CH2:13][CH2:14][CH:15]([CH3:16])[CH3:17])[C:11]([OH:25])=[O:27], predict the reactants needed to synthesize it. The reactants are: OC[C@@H](N[C:11](=[O:25])[C@@:12]([CH3:24])([C:18]1[CH:23]=[CH:22][CH:21]=[CH:20][CH:19]=1)[CH2:13][CH2:14][CH:15]([CH3:17])[CH3:16])C1C=CC=CC=1.S(=O)(=O)(O)[OH:27]. (4) The reactants are: [NH2:1][C:2]1[CH:7]=[CH:6][C:5]([N:8]2[C:14](=[O:15])[CH2:13][C:12](=[O:16])[NH:11][C:10]3[C:17]4[C:22]([CH:23]=[CH:24][C:9]2=3)=[CH:21][CH:20]=[CH:19][CH:18]=4)=[CH:4][CH:3]=1.[I:25][C:26]1[CH:34]=[CH:33][CH:32]=[CH:31][C:27]=1[C:28](Cl)=[O:29].C(NCC1C=CC(N2C(=O)CC(=O)NC3C4C(C=CC2=3)=CC=CC=4)=CC=1)(=O)C1C=CC=CC=1. Given the product [I:25][C:26]1[CH:34]=[CH:33][CH:32]=[CH:31][C:27]=1[C:28]([NH:1][C:2]1[CH:7]=[CH:6][C:5]([N:8]2[C:14](=[O:15])[CH2:13][C:12](=[O:16])[NH:11][C:10]3[C:17]4[C:22]([CH:23]=[CH:24][C:9]2=3)=[CH:21][CH:20]=[CH:19][CH:18]=4)=[CH:4][CH:3]=1)=[O:29], predict the reactants needed to synthesize it. (5) Given the product [Br:10][C:3]1[C:2]([F:1])=[C:7]([F:8])[C:6]([F:9])=[C:5]([CH:4]=1)[C:24]([OH:26])=[O:25], predict the reactants needed to synthesize it. The reactants are: [F:1][C:2]1[C:7]([F:8])=[C:6]([F:9])[CH:5]=[CH:4][C:3]=1[Br:10].[Li+].CC([N-]C(C)C)C.[Li]CCCC.[C:24](=[O:26])=[O:25]. (6) Given the product [O:20]=[C:19]([N:21]1[CH2:22][CH2:23][N:24]([C:27](=[O:38])[C:28]2[CH:33]=[CH:32][CH:31]=[CH:30][C:29]=2[C:34]([F:37])([F:35])[F:36])[CH2:25][CH2:26]1)[CH2:18][NH:17][C:67]([C:64]1[CH:65]=[CH:66][C:61]([C:70]2[CH:71]=[CH:72][CH:73]=[CH:74][CH:75]=2)=[CH:62][CH:63]=1)=[O:68], predict the reactants needed to synthesize it. The reactants are: CCN(C(C)C)C(C)C.OC(C(F)(F)F)=O.[NH2:17][CH2:18][C:19]([N:21]1[CH2:26][CH2:25][N:24]([C:27](=[O:38])[C:28]2[CH:33]=[CH:32][CH:31]=[CH:30][C:29]=2[C:34]([F:37])([F:36])[F:35])[CH2:23][CH2:22]1)=[O:20].C1C=CC2N(O)N=NC=2C=1.CCN=C=NCCCN(C)C.Cl.[C:61]1([C:70]2[CH:75]=[CH:74][CH:73]=[CH:72][CH:71]=2)[CH:66]=[CH:65][C:64]([C:67](O)=[O:68])=[CH:63][CH:62]=1. (7) Given the product [Br:1][C:2]1[CH:3]=[CH:4][C:5]([CH:8]([O:29][C:35]2[CH:36]=[CH:37][C:32]([O:31][CH3:30])=[CH:33][CH:34]=2)[CH2:9][CH2:10][N:11]2[CH2:16][CH2:15][CH:14]([C:17]3[CH:18]=[C:19]([NH:23][C:24](=[O:28])[CH:25]([CH3:26])[CH3:27])[CH:20]=[CH:21][CH:22]=3)[CH2:13][CH2:12]2)=[CH:6][CH:7]=1, predict the reactants needed to synthesize it. The reactants are: [Br:1][C:2]1[CH:7]=[CH:6][C:5]([CH:8]([OH:29])[CH2:9][CH2:10][N:11]2[CH2:16][CH2:15][CH:14]([C:17]3[CH:18]=[C:19]([NH:23][C:24](=[O:28])[CH:25]([CH3:27])[CH3:26])[CH:20]=[CH:21][CH:22]=3)[CH2:13][CH2:12]2)=[CH:4][CH:3]=1.[CH3:30][O:31][C:32]1[CH:37]=[CH:36][C:35](O)=[CH:34][CH:33]=1.